From a dataset of Reaction yield outcomes from USPTO patents with 853,638 reactions. Predict the reaction yield, written as a fraction of the theoretical maximum amount of product (1.0 means a 100% yield; for example, 0.34 means a 34% yield). (1) The reactants are [F:1][C:2]1[CH:7]=[CH:6][C:5]([C:8]2[C:12]([C:13]3[N:14]=[CH:15][N:16]([C:18]4[N:23]=[CH:22][C:21]([C:24](=[O:26])[CH3:25])=[CH:20][CH:19]=4)[CH:17]=3)=[C:11]([C:27]([F:30])([F:29])[F:28])[O:10][N:9]=2)=[CH:4][CH:3]=1.[CH3:31][Mg]Br. The catalyst is C1COCC1.Cl. The product is [F:1][C:2]1[CH:3]=[CH:4][C:5]([C:8]2[C:12]([C:13]3[N:14]=[CH:15][N:16]([C:18]4[N:23]=[CH:22][C:21]([C:24]([OH:26])([CH3:31])[CH3:25])=[CH:20][CH:19]=4)[CH:17]=3)=[C:11]([C:27]([F:28])([F:30])[F:29])[O:10][N:9]=2)=[CH:6][CH:7]=1. The yield is 0.970. (2) The reactants are [F:1][C@H:2]1[CH2:6][CH2:5][N:4]([CH2:7][C@H:8]([C:10]2[CH:15]=[CH:14][CH:13]=[CH:12][CH:11]=2)O)[CH2:3]1.F[C@H]1CCN([C@H](C2C=CC=CC=2)CO)C1.[CH3:31][NH:32][C:33]1[CH:42]=[CH:41][C:36]([C:37]([O:39][CH3:40])=[O:38])=[CH:35][CH:34]=1. No catalyst specified. The yield is 0.540. The product is [F:1][C@H:2]1[CH2:6][CH2:5][N:4]([CH2:7][C@@H:8]([N:32]([C:33]2[CH:42]=[CH:41][C:36]([C:37]([O:39][CH3:40])=[O:38])=[CH:35][CH:34]=2)[CH3:31])[C:10]2[CH:15]=[CH:14][CH:13]=[CH:12][CH:11]=2)[CH2:3]1. (3) No catalyst specified. The yield is 0.480. The product is [CH2:1]([N:6]1[C:14]2[N:13]=[C:12]([C:15]([F:16])([F:18])[F:17])[NH:11][C:10]=2[C:9](=[O:19])[N:8]2[CH:22]=[N:21][N:20]=[C:7]12)[CH2:2][CH2:3][CH2:4][CH3:5]. The reactants are [CH2:1]([N:6]1[C:14]2[N:13]=[C:12]([C:15]([F:18])([F:17])[F:16])[NH:11][C:10]=2[C:9](=[O:19])[NH:8]/[C:7]/1=[N:20]\[NH2:21])[CH2:2][CH2:3][CH2:4][CH3:5].[CH:22](OCC)(OCC)OCC. (4) The reactants are Br[C:2]1[CH:3]=[C:4]([CH:10]=[O:11])[S:5][C:6]=1[N+:7]([O-:9])=[O:8].[NH:12]1[C:16](B(O)O)=[CH:15][CH:14]=[N:13]1.COCCOC.ClCCl. The catalyst is C1(P([C-]2C=CC=C2)C2C=CC=CC=2)C=CC=CC=1.[C-]1(P(C2C=CC=CC=2)C2C=CC=CC=2)C=CC=C1.[Fe+2].O.C(N(CC)CC)C. The product is [N+:7]([C:6]1[S:5][C:4]([CH:10]=[O:11])=[CH:3][C:2]=1[C:16]1[CH:15]=[CH:14][NH:13][N:12]=1)([O-:9])=[O:8]. The yield is 0.280. (5) The reactants are Cl.Cl.[F:3][C:4]([F:35])([F:34])[C:5]1[CH:33]=[CH:32][C:8]([CH2:9][N:10]2[CH2:31][CH2:30][C:13]3[NH:14][C:15]4[CH:16]=[CH:17][C:18]([C:21]([NH:23][CH:24]5[CH2:29][CH2:28][NH:27][CH2:26][CH2:25]5)=[O:22])=[CH:19][C:20]=4[C:12]=3[CH2:11]2)=[CH:7][CH:6]=1.Br.Br[CH2:38][C:39]1[CH:44]=[CH:43][N:42]=[CH:41][CH:40]=1.C(N(CC)CC)C.C(=O)(O)[O-].[Na+]. The catalyst is CN(C=O)C. The product is [N:42]1[CH:43]=[CH:44][C:39]([CH2:38][N:27]2[CH2:28][CH2:29][CH:24]([NH:23][C:21]([C:18]3[CH:17]=[CH:16][C:15]4[NH:14][C:13]5[CH2:30][CH2:31][N:10]([CH2:9][C:8]6[CH:32]=[CH:33][C:5]([C:4]([F:3])([F:34])[F:35])=[CH:6][CH:7]=6)[CH2:11][C:12]=5[C:20]=4[CH:19]=3)=[O:22])[CH2:25][CH2:26]2)=[CH:40][CH:41]=1. The yield is 0.600. (6) The reactants are [Br:1][C:2]1[C:6]([N:7]([CH3:9])[CH3:8])=[C:5](Br)[S:4][C:3]=1[C:11]([O:13][CH2:14][CH3:15])=[O:12].C(O)C.[Cl:19][C:20]1[CH:25]=[CH:24][C:23](B(O)O)=[CH:22][CH:21]=1.C(=O)([O-])[O-].[K+].[K+]. The catalyst is C1(C)C=CC=CC=1.C1C=CC([P]([Pd]([P](C2C=CC=CC=2)(C2C=CC=CC=2)C2C=CC=CC=2)([P](C2C=CC=CC=2)(C2C=CC=CC=2)C2C=CC=CC=2)[P](C2C=CC=CC=2)(C2C=CC=CC=2)C2C=CC=CC=2)(C2C=CC=CC=2)C2C=CC=CC=2)=CC=1. The product is [Br:1][C:2]1[C:6]([N:7]([CH3:9])[CH3:8])=[C:5]([C:23]2[CH:24]=[CH:25][C:20]([Cl:19])=[CH:21][CH:22]=2)[S:4][C:3]=1[C:11]([O:13][CH2:14][CH3:15])=[O:12]. The yield is 0.766.